Predict the reaction yield, written as a fraction of the theoretical maximum amount of product (1.0 means a 100% yield; for example, 0.34 means a 34% yield). From a dataset of Reaction yield outcomes from USPTO patents with 853,638 reactions. (1) The reactants are [NH2:1][C:2]1[N:10]=[CH:9][N:8]=[C:7]2[C:3]=1[N:4]=[CH:5][N:6]2[C@H:11]1[C@@H:15]2[O:16][C:17]([CH3:20])([CH3:19])[O:18][C@@H:14]2[C@@H:13]([CH2:21][N:22]([CH3:38])[CH:23]2[CH2:26][CH:25]([NH:27]C(=O)OCC3C=CC=CC=3)[CH2:24]2)[O:12]1.C(Cl)Cl. The catalyst is CO.[OH-].[OH-].[Pd+2]. The product is [NH2:1][C:2]1[N:10]=[CH:9][N:8]=[C:7]2[C:3]=1[N:4]=[CH:5][N:6]2[C@H:11]1[C@@H:15]2[O:16][C:17]([CH3:19])([CH3:20])[O:18][C@@H:14]2[C@@H:13]([CH2:21][N:22]([CH3:38])[CH:23]2[CH2:24][CH:25]([NH2:27])[CH2:26]2)[O:12]1. The yield is 0.420. (2) The reactants are Br[C:2]1[CH:3]=[C:4]2[C:9](=[CH:10][CH:11]=1)[C:8]([C:12]([O:14][CH2:15][CH3:16])=[O:13])=[N:7][CH:6]=[CH:5]2.[Cl:17][C:18]1[CH:23]=[CH:22][CH:21]=[C:20]([Cl:24])[C:19]=1[C:25]1[C:29]([CH2:30][O:31][C:32]2[CH:37]=[CH:36][C:35](B3OC(C)(C)C(C)(C)O3)=[CH:34][CH:33]=2)=[C:28]([CH:47]([CH3:49])[CH3:48])[O:27][N:26]=1.C1(P(C2C=CC=CC=2)C2C=CC=CC=2)C=CC=CC=1.P([O-])([O-])([O-])=O.[K+].[K+].[K+]. The catalyst is C([O-])(=O)C.[Pd+2].C([O-])(=O)C.C(OCC)(=O)C.O.O1CCOCC1. The product is [Cl:24][C:20]1[CH:21]=[CH:22][CH:23]=[C:18]([Cl:17])[C:19]=1[C:25]1[C:29]([CH2:30][O:31][C:32]2[CH:33]=[CH:34][C:35]([C:2]3[CH:3]=[C:4]4[C:9](=[CH:10][CH:11]=3)[C:8]([C:12]([O:14][CH2:15][CH3:16])=[O:13])=[N:7][CH:6]=[CH:5]4)=[CH:36][CH:37]=2)=[C:28]([CH:47]([CH3:49])[CH3:48])[O:27][N:26]=1. The yield is 0.430. (3) The reactants are [CH2:1]([C@H:5]1[O:7][C@@H:6]1[C:8]([OH:10])=O)[CH2:2][CH2:3][CH3:4].CCCCC(F)(F)C(O)CC[C@@H]1[C@@H](CCCCCC[C:31]([OH:33])=[O:32])C(=O)C[C@H]1O.[CH2:38]1[CH2:43][CH2:42][CH:41]([NH:44]C2CCCCC2)[CH2:40][CH2:39]1.C(Cl)(=O)C(C)(C)C. The yield is 1.00. The catalyst is O1CCCC1. The product is [CH2:31]1[O:33][C:38]2[CH:43]=[CH:42][C:41]([NH:44][C:8]([C@@H:6]3[C@@H:5]([CH2:1][CH2:2][CH2:3][CH3:4])[O:7]3)=[O:10])=[CH:40][C:39]=2[O:32]1. (4) The reactants are Br[C:2]1[C:25](=[O:26])[N:24]([CH2:27][CH3:28])[C:5]2[N:6]=[C:7]([NH:10][C:11]3[CH:16]=[CH:15][C:14]([N:17]4[CH2:22][CH2:21][N:20]([CH3:23])[CH2:19][CH2:18]4)=[CH:13][CH:12]=3)[N:8]=[CH:9][C:4]=2[CH:3]=1.[CH3:29][S:30]([C:33]1[CH:38]=[CH:37][C:36](B(O)O)=[CH:35][CH:34]=1)(=[O:32])=[O:31].[O-]P([O-])([O-])=O.[K+].[K+].[K+].CN(C)C=O. The catalyst is O. The product is [CH2:27]([N:24]1[C:5]2[N:6]=[C:7]([NH:10][C:11]3[CH:16]=[CH:15][C:14]([N:17]4[CH2:22][CH2:21][N:20]([CH3:23])[CH2:19][CH2:18]4)=[CH:13][CH:12]=3)[N:8]=[CH:9][C:4]=2[CH:3]=[C:2]([C:36]2[CH:37]=[CH:38][C:33]([S:30]([CH3:29])(=[O:32])=[O:31])=[CH:34][CH:35]=2)[C:25]1=[O:26])[CH3:28]. The yield is 0.150. (5) The reactants are [OH-].[Na+].[NH2:3][C:4]([NH2:6])=[NH:5].Cl[C:8]1[N:13]=[C:12]([CH2:14][C:15]2[C:20]([Cl:21])=[CH:19][CH:18]=[CH:17][C:16]=2[Cl:22])[N:11]=[C:10]([NH:23][C:24]2[CH:31]=[CH:30][C:27]([C:28]#[N:29])=[CH:26][CH:25]=2)[N:9]=1. The catalyst is O1CCOCC1. The product is [C:28]([C:27]1[CH:30]=[CH:31][C:24]([NH:23][C:10]2[N:11]=[C:12]([CH2:14][C:15]3[C:20]([Cl:21])=[CH:19][CH:18]=[CH:17][C:16]=3[Cl:22])[N:13]=[C:8]([NH:5][C:4]([NH2:6])=[NH:3])[N:9]=2)=[CH:25][CH:26]=1)#[N:29]. The yield is 0.643. (6) The reactants are C(OC(=O)[NH:7][C:8]1[C:9]([C:19](=[O:24])[NH:20][CH:21]2[CH2:23][CH2:22]2)=[N:10][O:11][C:12]=1C(=O)NC1CC1)(C)(C)C.FC(F)(F)C(O)=O. The catalyst is ClCCl. The product is [CH:21]1([NH:20][C:19]([C:9]2[C:8]([NH2:7])=[CH:12][O:11][N:10]=2)=[O:24])[CH2:22][CH2:23]1. The yield is 0.910.